From a dataset of Full USPTO retrosynthesis dataset with 1.9M reactions from patents (1976-2016). Predict the reactants needed to synthesize the given product. (1) The reactants are: [CH3:1][C:2]1([CH3:25])[S:6][C@@H:5]2[C@H:7]([NH:10][C:11]([C@H:13]([NH2:21])[C:14]3[CH:19]=[CH:18][C:17]([OH:20])=[CH:16][CH:15]=3)=[O:12])[C:8](=[O:9])[N:4]2[C@H:3]1[C:22]([OH:24])=[O:23].O.O.O.C(=O)([O-])[O-].[Na+:33].[Na+]. Given the product [CH3:1][C:2]1([CH3:25])[S:6][C@@H:5]2[C@H:7]([NH:10][C:11]([C@H:13]([NH2:21])[C:14]3[CH:15]=[CH:16][C:17]([OH:20])=[CH:18][CH:19]=3)=[O:12])[C:8](=[O:9])[N:4]2[C@H:3]1[C:22]([O-:24])=[O:23].[Na+:33], predict the reactants needed to synthesize it. (2) Given the product [CH3:1][O:3][C:4]([C:6]1[C:7](=[O:22])[C:8]2[C:13]([C:14]=1[C:15]1[CH:16]=[CH:17][CH:18]=[CH:19][CH:20]=1)=[CH:12][CH:11]=[C:10]([OH:21])[CH:9]=2)=[O:5], predict the reactants needed to synthesize it. The reactants are: [CH2:1]([O:3][C:4]([C:6]1[C:7](=[O:22])[C:8]2[C:13]([C:14]=1[C:15]1[CH:20]=[CH:19][CH:18]=[CH:17][CH:16]=1)=[CH:12][CH:11]=[C:10]([OH:21])[CH:9]=2)=[O:5])C.C1(C)C=CC(S(O)(=O)=O)=CC=1. (3) Given the product [NH4+:10].[OH-:12].[NH4+:34].[OH-:25].[CH3:39][OH:41].[CH:2]([C@:5]1([C:11]([N:13]2[CH2:14][CH:15]=[C:16]([C:19]3[CH:20]=[CH:21][CH:22]=[CH:23][CH:24]=3)[CH2:17][CH2:18]2)=[O:12])[CH2:9][CH2:8][C@@H:7]([NH:10][CH:28]2[CH2:29][CH2:30][O:25][CH2:26][CH2:27]2)[CH2:6]1)([CH3:4])[CH3:3], predict the reactants needed to synthesize it. The reactants are: Cl.[CH:2]([C@:5]1([C:11]([N:13]2[CH2:18][CH:17]=[C:16]([C:19]3[CH:24]=[CH:23][CH:22]=[CH:21][CH:20]=3)[CH2:15][CH2:14]2)=[O:12])[CH2:9][CH2:8][C@@H:7]([NH2:10])[CH2:6]1)([CH3:4])[CH3:3].[O:25]1[CH2:30][CH2:29][C:28](=O)[CH2:27][CH2:26]1.C([N:34](CC)CC)C.[C:39](O[BH-](OC(=O)C)OC(=O)C)(=[O:41])C.[Na+].C([O-])(O)=O.[Na+]. (4) The reactants are: CO[C:3](=[O:22])[CH2:4][C:5]1[N:9]2[CH:10]=[C:11]([CH3:14])[CH:12]=[CH:13][C:8]2=[N:7][C:6]=1[C:15]1[CH:20]=[CH:19][C:18]([CH3:21])=[CH:17][CH:16]=1.C[Si](C)(C)[N-][Si](C)(C)C.[K+].[O:33]1[C:38]2[CH:39]=[CH:40][CH:41]=[CH:42][C:37]=2[O:36][CH2:35][CH:34]1C(Cl)=O.Cl.C([O-])([O-])=O.[K+].[K+]. Given the product [O:33]1[C:38]2[CH:39]=[CH:40][CH:41]=[CH:42][C:37]=2[O:36][CH2:35][CH:34]1[C:3](=[O:22])[CH2:4][C:5]1[N:9]2[CH:10]=[C:11]([CH3:14])[CH:12]=[CH:13][C:8]2=[N:7][C:6]=1[C:15]1[CH:20]=[CH:19][C:18]([CH3:21])=[CH:17][CH:16]=1, predict the reactants needed to synthesize it. (5) Given the product [CH3:46][N:47]([CH2:20][C:17]1[N:16]([CH2:22][C:23]2[CH:28]=[CH:27][C:26]([C:29]3[CH:34]=[CH:33][C:32]([C:35]([F:37])([F:36])[F:38])=[CH:31][CH:30]=3)=[CH:25][CH:24]=2)[C:15]([CH2:14][N:13]2[C:12]3[CH2:39][CH2:40][CH2:41][C:11]=3[C:10](=[O:42])[N:9]=[C:8]2[S:7][CH2:6][C:5]2[CH:43]=[CH:44][C:2]([F:1])=[CH:3][CH:4]=2)=[N:19][N:18]=1)[CH3:48], predict the reactants needed to synthesize it. The reactants are: [F:1][C:2]1[CH:44]=[CH:43][C:5]([CH2:6][S:7][C:8]2[N:13]([CH2:14][C:15]3[N:16]([CH2:22][C:23]4[CH:28]=[CH:27][C:26]([C:29]5[CH:34]=[CH:33][C:32]([C:35]([F:38])([F:37])[F:36])=[CH:31][CH:30]=5)=[CH:25][CH:24]=4)[C:17]([CH:20]=O)=[N:18][N:19]=3)[C:12]3[CH2:39][CH2:40][CH2:41][C:11]=3[C:10](=[O:42])[N:9]=2)=[CH:4][CH:3]=1.Cl.[CH3:46][NH:47][CH3:48].CCN(C(C)C)C(C)C. (6) Given the product [CH2:39]([O:8][C:6]([C:5]1[CH:9]=[CH:10][C:2]2[S:26][C:12]([CH2:13][O:14][CH3:15])=[N:11][C:3]=2[CH:4]=1)=[O:7])[CH3:46], predict the reactants needed to synthesize it. The reactants are: F[C:2]1[CH:10]=[CH:9][C:5]([C:6]([OH:8])=[O:7])=[CH:4][C:3]=1[NH:11][C:12](=O)[CH2:13][O:14][CH3:15].COC1C=CC(P2(SP(C3C=CC(OC)=CC=3)(=S)S2)=[S:26])=CC=1.[C:39]1([CH3:46])C(C)=CC=CC=1. (7) The reactants are: FC(F)(F)C(O)=O.[CH3:8][O:9][C:10]1[NH:11][C:12]2[C:17]([N:18]=1)=[C:16]([NH2:19])[N:15]=[C:14]([O:20][CH2:21][CH2:22][O:23][CH3:24])[N:13]=2.C(=O)([O-])[O-].[K+].[K+].Br[CH2:32][CH:33]1[CH2:38][CH2:37][O:36][CH2:35][CH2:34]1. Given the product [CH3:8][O:9][C:10]1[N:11]([CH2:32][CH:33]2[CH2:38][CH2:37][O:36][CH2:35][CH2:34]2)[C:12]2[C:17]([N:18]=1)=[C:16]([NH2:19])[N:15]=[C:14]([O:20][CH2:21][CH2:22][O:23][CH3:24])[N:13]=2, predict the reactants needed to synthesize it. (8) Given the product [C:18]1([C:24]2[N:25]=[CH:26][N:27]([C:2]3[CH:17]=[CH:16][N:5]4[C:6](=[O:15])[C:7]5[CH2:14][CH2:13][CH2:12][CH2:11][CH2:10][C:8]=5[N:9]=[C:4]4[CH:3]=3)[CH:28]=2)[CH:19]=[CH:20][CH:21]=[CH:22][CH:23]=1, predict the reactants needed to synthesize it. The reactants are: Br[C:2]1[CH:17]=[CH:16][N:5]2[C:6](=[O:15])[C:7]3[CH2:14][CH2:13][CH2:12][CH2:11][CH2:10][C:8]=3[N:9]=[C:4]2[CH:3]=1.[C:18]1([C:24]2[N:25]=[CH:26][NH:27][CH:28]=2)[CH:23]=[CH:22][CH:21]=[CH:20][CH:19]=1.C([O-])([O-])=O.[Cs+].[Cs+].